This data is from Full USPTO retrosynthesis dataset with 1.9M reactions from patents (1976-2016). The task is: Predict the reactants needed to synthesize the given product. (1) Given the product [Cl-:20].[CH3:11][C:10]1[CH:13]=[CH:14][CH:15]=[CH:16][C:9]=1[CH:17]=[N+:1]1[CH2:6][CH2:5][O:4][CH2:3][CH2:2]1, predict the reactants needed to synthesize it. The reactants are: [NH:1]1[CH2:6][CH2:5][O:4][CH2:3][CH2:2]1.CO[C:9]1[CH:16]=[CH:15][CH:14]=[CH:13][C:10]=1[CH:11]=O.[C:17]([Cl:20])(=O)C. (2) Given the product [F:15][CH2:16][CH2:17][NH:18][C:19]([NH:21][C:22]1[CH:27]=[CH:26][C:25]([C:2]2[N:7]=[C:6]([N:8]3[CH2:13][CH2:12][O:11][CH2:10][C@@H:9]3[CH3:14])[CH:5]=[CH:4][N:3]=2)=[CH:24][CH:23]=1)=[O:20], predict the reactants needed to synthesize it. The reactants are: Cl[C:2]1[N:7]=[C:6]([N:8]2[CH2:13][CH2:12][O:11][CH2:10][C@@H:9]2[CH3:14])[CH:5]=[CH:4][N:3]=1.[F:15][CH2:16][CH2:17][NH:18][C:19]([NH:21][C:22]1[CH:27]=[CH:26][C:25](B2OC(C)(C)C(C)(C)O2)=[CH:24][CH:23]=1)=[O:20]. (3) Given the product [CH2:44]([O:46][C:47](=[O:55])[CH2:48][C:49]1[N:50]=[C:51]([NH:54][C:8](=[O:10])[CH:7]([C:11]2[CH:16]=[CH:15][C:14]([N+:17]([O-:19])=[O:18])=[CH:13][CH:12]=2)[CH2:6][CH:1]2[CH2:2][CH2:3][CH2:4][CH2:5]2)[S:52][CH:53]=1)[CH3:45], predict the reactants needed to synthesize it. The reactants are: [CH:1]1([CH2:6][CH:7]([C:11]2[CH:16]=[CH:15][C:14]([N+:17]([O-:19])=[O:18])=[CH:13][CH:12]=2)[C:8]([OH:10])=O)[CH2:5][CH2:4][CH2:3][CH2:2]1.F[P-](F)(F)(F)(F)F.N1(OC(N(C)C)=[N+](C)C)C2C=CC=CC=2N=N1.[CH2:44]([O:46][C:47](=[O:55])[CH2:48][C:49]1[N:50]=[C:51]([NH2:54])[S:52][CH:53]=1)[CH3:45].C(N(CC)C(C)C)(C)C.Cl. (4) Given the product [NH2:7][C:3]1[CH:2]=[C:1]([NH:8][C:12](=[O:13])[C:11]2[C:10]([CH3:9])=[CH:18][C:17]([C:19]([F:28])([C:20]([F:21])([F:22])[F:23])[C:24]([F:25])([F:26])[F:27])=[CH:16][C:15]=2[CH3:29])[CH:6]=[CH:5][CH:4]=1, predict the reactants needed to synthesize it. The reactants are: [C:1]1([NH2:8])[CH:6]=[CH:5][CH:4]=[C:3]([NH2:7])[CH:2]=1.[CH3:9][C:10]1[CH:18]=[C:17]([C:19]([F:28])([C:24]([F:27])([F:26])[F:25])[C:20]([F:23])([F:22])[F:21])[CH:16]=[C:15]([CH3:29])[C:11]=1[C:12](Cl)=[O:13].